This data is from Catalyst prediction with 721,799 reactions and 888 catalyst types from USPTO. The task is: Predict which catalyst facilitates the given reaction. (1) Reactant: N[C:2]1[CH:3]=[C:4]([S:8]([NH2:11])(=[O:10])=[O:9])[CH:5]=[CH:6][CH:7]=1.N([O-])=[O:13].[Na+]. Product: [OH:13][C:2]1[CH:3]=[C:4]([S:8]([NH2:11])(=[O:10])=[O:9])[CH:5]=[CH:6][CH:7]=1. The catalyst class is: 445. (2) Reactant: C(N(CC)CC)C.[Cl:8][C:9]1[CH:17]=[CH:16][C:12]([C:13]([OH:15])=O)=[CH:11][C:10]=1[NH:18][C:19]([C:21]1[C:22](=[O:33])[NH:23][C:24]2[C:29]([CH:30]=1)=[CH:28][CH:27]=[C:26]([O:31][CH3:32])[N:25]=2)=[O:20].CN(C(ON1N=NC2C=CC=NC1=2)=[N+](C)C)C.F[P-](F)(F)(F)(F)F.[Cl:58][C:59]1[CH:60]=[C:61]([CH:64]=[CH:65][CH:66]=1)[CH2:62][NH2:63]. Product: [Cl:8][C:9]1[CH:17]=[CH:16][C:12]([C:13](=[O:15])[NH:63][CH2:62][C:61]2[CH:64]=[CH:65][CH:66]=[C:59]([Cl:58])[CH:60]=2)=[CH:11][C:10]=1[NH:18][C:19]([C:21]1[C:22](=[O:33])[NH:23][C:24]2[C:29]([CH:30]=1)=[CH:28][CH:27]=[C:26]([O:31][CH3:32])[N:25]=2)=[O:20]. The catalyst class is: 3. (3) Product: [N+:1]([C:4]1[CH:9]=[CH:8][CH:7]=[CH:6][C:5]=1[S:10]([O:15][CH3:14])(=[O:12])=[O:11])([O-:3])=[O:2]. The catalyst class is: 6. Reactant: [N+:1]([C:4]1[CH:9]=[CH:8][CH:7]=[CH:6][C:5]=1[S:10](Cl)(=[O:12])=[O:11])([O-:3])=[O:2].[CH3:14][OH:15].C[O-].[Na+].Cl. (4) Reactant: [F:1][C:2]1[CH:10]=[CH:9][C:5]([C:6](O)=[O:7])=[CH:4][C:3]=1[N+:11]([O-:13])=[O:12].O=S(Cl)[Cl:16]. Product: [F:1][C:2]1[CH:10]=[CH:9][C:5]([C:6]([Cl:16])=[O:7])=[CH:4][C:3]=1[N+:11]([O-:13])=[O:12]. The catalyst class is: 68. (5) Reactant: [F:1][C:2]1[CH:3]=[C:4]([NH2:26])[CH:5]=[CH:6][C:7]=1[C:8]1[S:9][C:10]2[C:15]([N:16]=1)=[CH:14][CH:13]=[C:12]([C:17]1([C:20]3[CH:25]=[CH:24][CH:23]=[CH:22][CH:21]=3)[CH2:19][CH2:18]1)[N:11]=2.C(N(C(C)C)C(C)C)C.Cl[C:37](=[O:44])[CH2:38][CH2:39][C:40]([O:42][CH3:43])=[O:41]. Product: [F:1][C:2]1[CH:3]=[C:4]([NH:26][C:37](=[O:44])[CH2:38][CH2:39][C:40]([O:42][CH3:43])=[O:41])[CH:5]=[CH:6][C:7]=1[C:8]1[S:9][C:10]2[C:15]([N:16]=1)=[CH:14][CH:13]=[C:12]([C:17]1([C:20]3[CH:21]=[CH:22][CH:23]=[CH:24][CH:25]=3)[CH2:18][CH2:19]1)[N:11]=2. The catalyst class is: 76. (6) Reactant: [C:1]([C:5]1[CH:15]=[CH:14][C:8]([O:9][CH2:10][C:11]([OH:13])=O)=[CH:7][CH:6]=1)([CH3:4])([CH3:3])[CH3:2].C(Cl)(=O)C(Cl)=O.[CH2:22]([C@H:29]1[CH2:33][O:32][C:31](=[O:34])[NH:30]1)[C:23]1[CH:28]=[CH:27][CH:26]=[CH:25][CH:24]=1.C([Li])CCC. Product: [CH2:22]([C@H:29]1[CH2:33][O:32][C:31](=[O:34])[N:30]1[C:11](=[O:13])[CH2:10][O:9][C:8]1[CH:7]=[CH:6][C:5]([C:1]([CH3:2])([CH3:3])[CH3:4])=[CH:15][CH:14]=1)[C:23]1[CH:24]=[CH:25][CH:26]=[CH:27][CH:28]=1. The catalyst class is: 81.